The task is: Predict the reactants needed to synthesize the given product.. This data is from Full USPTO retrosynthesis dataset with 1.9M reactions from patents (1976-2016). (1) Given the product [CH3:2][S:3]([C:6]1[CH:7]=[CH:8][C:9]([O:10][CH2:11][C:12]2[N:13]=[C:14]([CH:17]3[CH2:22][CH2:21][N:20]([C:26]4[N:31]=[CH:30][CH:29]=[CH:28][N:27]=4)[CH2:19][CH2:18]3)[S:15][CH:16]=2)=[CH:23][CH:24]=1)(=[O:4])=[O:5], predict the reactants needed to synthesize it. The reactants are: Cl.[CH3:2][S:3]([C:6]1[CH:24]=[CH:23][C:9]([O:10][CH2:11][C:12]2[N:13]=[C:14]([CH:17]3[CH2:22][CH2:21][NH:20][CH2:19][CH2:18]3)[S:15][CH:16]=2)=[CH:8][CH:7]=1)(=[O:5])=[O:4].Cl[C:26]1[N:31]=[CH:30][CH:29]=[CH:28][N:27]=1.C(N(C(C)C)CC)(C)C. (2) Given the product [Cl:29][CH2:14][C:12]1[S:13][C:9]([C:6]2[CH:7]=[CH:8][C:3]([C:2]([F:17])([F:16])[F:1])=[CH:4][CH:5]=2)=[CH:10][CH:11]=1, predict the reactants needed to synthesize it. The reactants are: [F:1][C:2]([F:17])([F:16])[C:3]1[CH:8]=[CH:7][C:6]([C:9]2[S:13][C:12]([CH2:14]O)=[CH:11][CH:10]=2)=[CH:5][CH:4]=1.C(N(CC)CC)C.CS([Cl:29])(=O)=O. (3) Given the product [CH3:1][C:2]1[CH:3]=[C:4]([NH2:13])[C:5]([NH:9][CH2:10][CH2:11][CH3:12])=[CH:6][C:7]=1[CH3:8], predict the reactants needed to synthesize it. The reactants are: [CH3:1][C:2]1[C:7]([CH3:8])=[CH:6][C:5]([NH:9][CH2:10][CH2:11][CH3:12])=[C:4]([N+:13]([O-])=O)[CH:3]=1. (4) Given the product [O:7]1[C:8]2[CH:13]=[CH:12][CH:11]=[CH:10][C:9]=2[C:5]([CH2:1][CH2:2][CH:3]=[O:14])=[N:6]1, predict the reactants needed to synthesize it. The reactants are: [CH2:1]([C:5]1[C:9]2[CH:10]=[CH:11][CH:12]=[CH:13][C:8]=2[O:7][N:6]=1)[CH2:2][CH:3]=C.[O:14]1CCOCC1.I([O-])(=O)(=O)=O.[Na+].